Dataset: Peptide-MHC class I binding affinity with 185,985 pairs from IEDB/IMGT. Task: Regression. Given a peptide amino acid sequence and an MHC pseudo amino acid sequence, predict their binding affinity value. This is MHC class I binding data. (1) The peptide sequence is RYYDGNIYDL. The MHC is HLA-A02:06 with pseudo-sequence HLA-A02:06. The binding affinity (normalized) is 0.0650. (2) The peptide sequence is SQFNHWFGE. The MHC is HLA-A02:01 with pseudo-sequence HLA-A02:01. The binding affinity (normalized) is 0.0847.